This data is from Full USPTO retrosynthesis dataset with 1.9M reactions from patents (1976-2016). The task is: Predict the reactants needed to synthesize the given product. (1) The reactants are: [NH2:1][CH2:2][C@@H:3]1[CH2:8][C@H:7]2[C@H:5]([CH2:6]2)[N:4]1[C:9]([C:11]1[N:12]=[C:13]([CH3:23])[S:14][C:15]=1[C:16]1[CH:21]=[CH:20][CH:19]=[C:18]([F:22])[CH:17]=1)=[O:10].[O:24]1[C:28]2[CH:29]=[CH:30][CH:31]=[C:32]([C:33](O)=[O:34])[C:27]=2[O:26][CH2:25]1. Given the product [F:22][C:18]1[CH:17]=[C:16]([C:15]2[S:14][C:13]([CH3:23])=[N:12][C:11]=2[C:9]([N:4]2[C@H:3]([CH2:2][NH:1][C:33]([C:32]3[C:27]4[O:26][CH2:25][O:24][C:28]=4[CH:29]=[CH:30][CH:31]=3)=[O:34])[CH2:8][C@H:7]3[C@@H:5]2[CH2:6]3)=[O:10])[CH:21]=[CH:20][CH:19]=1, predict the reactants needed to synthesize it. (2) Given the product [OH:30][CH:29]([C:31]1[CH:36]=[CH:35][CH:34]=[CH:33][N:32]=1)[CH2:28][CH2:27][C:24]1[CH:23]=[CH:22][C:21]([NH:20][C:15]([C:10]2[C:9]([C:6]3[CH:7]=[CH:8][C:3]([C:2]([F:19])([F:18])[F:1])=[CH:4][CH:5]=3)=[CH:14][CH:13]=[CH:12][CH:11]=2)=[O:16])=[CH:26][CH:25]=1, predict the reactants needed to synthesize it. The reactants are: [F:1][C:2]([F:19])([F:18])[C:3]1[CH:8]=[CH:7][C:6]([C:9]2[C:10]([C:15](Cl)=[O:16])=[CH:11][CH:12]=[CH:13][CH:14]=2)=[CH:5][CH:4]=1.[NH2:20][C:21]1[CH:26]=[CH:25][C:24]([CH2:27][CH2:28][C:29]([C:31]2[CH:36]=[CH:35][CH:34]=[CH:33][N:32]=2)=[O:30])=[CH:23][CH:22]=1.NC1C=CC(CCC(C2C=CC=CN=2)O)=CC=1.C/C(/O[Si](C)(C)C)=N\[Si](C)(C)C.